From a dataset of Catalyst prediction with 721,799 reactions and 888 catalyst types from USPTO. Predict which catalyst facilitates the given reaction. Reactant: [F:1][CH:2]([F:33])[C:3]1[N:7]([C:8]2[CH:13]=[C:12]([S:14][CH2:15][C:16]([F:19])([F:18])[F:17])[C:11]([CH3:20])=[CH:10][C:9]=2[F:21])[N:6]=[C:5]([O:22][C:23]([F:32])([F:31])[CH:24]([F:30])[O:25][C:26]([F:29])([F:28])[F:27])[CH:4]=1.ClC1C=CC=C(C(OO)=[O:42])C=1. Product: [F:33][CH:2]([F:1])[C:3]1[N:7]([C:8]2[CH:13]=[C:12]([S:14]([CH2:15][C:16]([F:17])([F:18])[F:19])=[O:42])[C:11]([CH3:20])=[CH:10][C:9]=2[F:21])[N:6]=[C:5]([O:22][C:23]([F:32])([F:31])[CH:24]([F:30])[O:25][C:26]([F:29])([F:28])[F:27])[CH:4]=1. The catalyst class is: 22.